This data is from Full USPTO retrosynthesis dataset with 1.9M reactions from patents (1976-2016). The task is: Predict the reactants needed to synthesize the given product. (1) Given the product [C:33]([O:32][C:30]([NH:29][C@@H:10]([CH2:11][CH2:12][C:13]1[N:17]([CH2:18][CH2:19][CH2:20][CH2:21][CH3:22])[C:16]2[CH:23]=[C:24]([CH3:28])[C:25]([CH3:27])=[CH:26][C:15]=2[N:14]=1)[C:9]([NH:80][O:79][C:60]([C:67]1[CH:72]=[CH:71][CH:70]=[CH:69][CH:68]=1)([C:73]1[CH:74]=[CH:75][CH:76]=[CH:77][CH:78]=1)[C:61]1[CH:66]=[CH:65][CH:64]=[CH:63][CH:62]=1)=[O:8])=[O:31])([CH3:36])([CH3:34])[CH3:35], predict the reactants needed to synthesize it. The reactants are: C([O:8][C:9](=O)[CH:10]([NH:29][C:30]([O:32][C:33]([CH3:36])([CH3:35])[CH3:34])=[O:31])[CH2:11][CH2:12][C:13]1[N:17]([CH2:18][CH2:19][CH2:20][CH2:21][CH3:22])[C:16]2[CH:23]=[C:24]([CH3:28])[C:25]([CH3:27])=[CH:26][C:15]=2[N:14]=1)C1C=CC=CC=1.CCN=C=NCCCN(C)C.Cl.C1C=CC2N(O)N=NC=2C=1.[C:60]([O:79][NH2:80])([C:73]1[CH:78]=[CH:77][CH:76]=[CH:75][CH:74]=1)([C:67]1[CH:72]=[CH:71][CH:70]=[CH:69][CH:68]=1)[C:61]1[CH:66]=[CH:65][CH:64]=[CH:63][CH:62]=1. (2) Given the product [CH3:4][C:5]1[N:6]([C:19]([C:32]2[CH:37]=[CH:36][CH:35]=[CH:34][CH:33]=2)([C:26]2[CH:27]=[CH:28][CH:29]=[CH:30][CH:31]=2)[C:20]2[CH:21]=[CH:22][CH:23]=[CH:24][CH:25]=2)[CH:7]=[C:8]([CH2:10][C:12]2([C:15]([F:16])([F:17])[F:18])[CH2:13][CH2:14]2)[N:9]=1, predict the reactants needed to synthesize it. The reactants are: O.NN.[CH3:4][C:5]1[N:6]([C:19]([C:32]2[CH:37]=[CH:36][CH:35]=[CH:34][CH:33]=2)([C:26]2[CH:31]=[CH:30][CH:29]=[CH:28][CH:27]=2)[C:20]2[CH:25]=[CH:24][CH:23]=[CH:22][CH:21]=2)[CH:7]=[C:8]([C:10]([C:12]2([C:15]([F:18])([F:17])[F:16])[CH2:14][CH2:13]2)=O)[N:9]=1.[OH-].[K+].O. (3) Given the product [F:1][C:2]1[C:7]([CH3:8])=[CH:6][CH:5]=[CH:4][C:3]=1[OH:14], predict the reactants needed to synthesize it. The reactants are: [F:1][C:2]1[C:7]([CH3:8])=[CH:6][CH:5]=[CH:4][C:3]=1B(O)O.C(O)(=[O:14])C.OO. (4) Given the product [NH2:19][CH2:18][C@@H:17]([N:11]1[CH2:10][C:9]2[C:13](=[CH:14][CH:15]=[C:7]([C:6]3[N:5]([CH3:38])[N:4]=[CH:3][C:2]=3[Br:1])[CH:8]=2)[C:12]1=[O:16])[CH2:30][C:31]1[CH:36]=[CH:35][CH:34]=[C:33]([F:37])[CH:32]=1, predict the reactants needed to synthesize it. The reactants are: [Br:1][C:2]1[CH:3]=[N:4][N:5]([CH3:38])[C:6]=1[C:7]1[CH:8]=[C:9]2[C:13](=[CH:14][CH:15]=1)[C:12](=[O:16])[N:11]([C@@H:17]([CH2:30][C:31]1[CH:36]=[CH:35][CH:34]=[C:33]([F:37])[CH:32]=1)[CH2:18][N:19]1C(=O)C3C(=CC=CC=3)C1=O)[CH2:10]2.NN.